This data is from Catalyst prediction with 721,799 reactions and 888 catalyst types from USPTO. The task is: Predict which catalyst facilitates the given reaction. (1) Reactant: [CH3:1][N:2]([CH:28]1[C:37]2[N:36]=[CH:35][CH:34]=[CH:33][C:32]=2[CH2:31][CH2:30][CH2:29]1)[CH2:3][C:4]([NH:6][C:7]1[CH:12]=[CH:11][CH:10]=[CH:9][C:8]=1[NH:13][C@H:14]1[CH2:19][CH2:18][C@H:17]([NH:20][C:21](=[O:27])[O:22][C:23]([CH3:26])([CH3:25])[CH3:24])[CH2:16][CH2:15]1)=O. Product: [CH3:1][N:2]([CH2:3][C:4]1[N:13]([C@H:14]2[CH2:19][CH2:18][C@H:17]([NH:20][C:21](=[O:27])[O:22][C:23]([CH3:26])([CH3:25])[CH3:24])[CH2:16][CH2:15]2)[C:8]2[CH:9]=[CH:10][CH:11]=[CH:12][C:7]=2[N:6]=1)[CH:28]1[C:37]2[N:36]=[CH:35][CH:34]=[CH:33][C:32]=2[CH2:31][CH2:30][CH2:29]1. The catalyst class is: 15. (2) Reactant: [O:1]=[C:2]1[CH2:7][N:6]([C:8]([O:10]C2C=CC([N+]([O-])=O)=CC=2)=O)[C:5]2[N:20]=[CH:21][CH:22]=[CH:23][C:4]=2[NH:3]1.[CH3:24][O:25][CH2:26][CH:27]([C:29]1[CH:34]=[CH:33][C:32]([O:35][C:36]([F:39])([F:38])[F:37])=[CH:31][CH:30]=1)[NH2:28].C(N(CC)CC)C.C(=O)([O-])O.[Na+]. Product: [CH3:24][O:25][CH2:26][CH:27]([NH:28][C:8]([N:6]1[CH2:7][C:2](=[O:1])[NH:3][C:4]2[CH:23]=[CH:22][CH:21]=[N:20][C:5]1=2)=[O:10])[C:29]1[CH:30]=[CH:31][C:32]([O:35][C:36]([F:37])([F:39])[F:38])=[CH:33][CH:34]=1. The catalyst class is: 80. (3) Reactant: [F:1][C:2]1[CH:3]=[C:4]([C:10]2[C:18]3[C:13](=[N:14][CH:15]=[N:16][C:17]=3[NH2:19])[NH:12][N:11]=2)[CH:5]=[C:6]([O:8][CH3:9])[CH:7]=1.C([O-])([O-])=O.[K+].[K+].I[CH:27]1[CH2:31][CH2:30][CH2:29][CH2:28]1. Product: [CH:27]1([N:12]2[C:13]3=[N:14][CH:15]=[N:16][C:17]([NH2:19])=[C:18]3[C:10]([C:4]3[CH:5]=[C:6]([O:8][CH3:9])[CH:7]=[C:2]([F:1])[CH:3]=3)=[N:11]2)[CH2:31][CH2:30][CH2:29][CH2:28]1. The catalyst class is: 3. (4) The catalyst class is: 14. Product: [C:36]1([C:15]2[CH:2]=[CH:3][C:4]3[C:13](=[C:12]([C:16]4[CH:25]=[CH:24][C:23]5[C:18](=[CH:19][CH:20]=[CH:21][CH:22]=5)[CH:17]=4)[C:11]4[C:6]([C:5]=3[C:26]3[CH:35]=[CH:34][C:33]5[C:28](=[CH:29][CH:30]=[CH:31][CH:32]=5)[CH:27]=3)=[CH:7][CH:8]=[CH:9][CH:10]=4)[CH:14]=2)[C:49]2[C:50]3=[C:51]4[C:46](=[CH:47][CH:48]=2)[CH:45]=[CH:44][CH:43]=[C:42]4[CH:41]=[CH:40][C:39]3=[CH:38][CH:37]=1. Reactant: Br[C:2]1[CH:15]=[CH:14][C:13]2[C:4](=[C:5]([C:26]3[CH:35]=[CH:34][C:33]4[C:28](=[CH:29][CH:30]=[CH:31][CH:32]=4)[CH:27]=3)[C:6]3[C:11]([C:12]=2[C:16]2[CH:25]=[CH:24][C:23]4[C:18](=[CH:19][CH:20]=[CH:21][CH:22]=4)[CH:17]=2)=[CH:10][CH:9]=[CH:8][CH:7]=3)[CH:3]=1.[C:36]1(B(O)O)[C:49]2[C:50]3=[C:51]4[C:46](=[CH:47][CH:48]=2)[CH:45]=[CH:44][CH:43]=[C:42]4[CH:41]=[CH:40][C:39]3=[CH:38][CH:37]=1.C1(C)C=CC=CC=1.C(=O)([O-])[O-].[Na+].[Na+]. (5) Reactant: Br[C:2]1[CH:3]=[C:4]2[C:10]([C:11]3[CH:16]=[CH:15][CH:14]=[CH:13][C:12]=3[F:17])=[N:9][N:8]([CH:18]3[CH2:23][CH2:22][CH2:21][CH2:20][O:19]3)[C:5]2=[CH:6][N:7]=1.[NH:24]1[CH:28]=[C:27](B(O)O)[CH:26]=[N:25]1.C([O-])([O-])=O.[Na+].[Na+].COCCOC.CCO. Product: [F:17][C:12]1[CH:13]=[CH:14][CH:15]=[CH:16][C:11]=1[C:10]1[C:4]2[C:5](=[CH:6][N:7]=[C:2]([C:27]3[CH:28]=[N:24][NH:25][CH:26]=3)[CH:3]=2)[N:8]([CH:18]2[CH2:23][CH2:22][CH2:21][CH2:20][O:19]2)[N:9]=1. The catalyst class is: 13. (6) Reactant: [C:1](Cl)(Cl)=[O:2].C1(C)C=CC=CC=1.[NH2:12][C:13]1[CH:23]=[C:22]([F:24])[C:21]([F:25])=[CH:20][C:14]=1[C:15]([NH:17][O:18][CH3:19])=[O:16].O. Product: [F:25][C:21]1[CH:20]=[C:14]2[C:13](=[CH:23][C:22]=1[F:24])[NH:12][C:1](=[O:2])[N:17]([O:18][CH3:19])[C:15]2=[O:16]. The catalyst class is: 12. (7) Reactant: [Br:1][C:2]1[N:7]=[C:6]2[NH:8][CH:9]=[N:10][C:5]2=[CH:4][CH:3]=1.[H-].[Na+].Cl[CH2:14][C:15]1[CH:25]=[CH:24][C:18]2[N:19]=[C:20]([S:22][CH3:23])[S:21][C:17]=2[CH:16]=1.O. Product: [Br:1][C:2]1[N:7]=[C:6]2[N:8]([CH2:14][C:15]3[CH:25]=[CH:24][C:18]4[N:19]=[C:20]([S:22][CH3:23])[S:21][C:17]=4[CH:16]=3)[CH:9]=[N:10][C:5]2=[CH:4][CH:3]=1. The catalyst class is: 3. (8) Reactant: [C:1]([O:7][C:8]([CH3:11])([CH3:10])[CH3:9])(=[O:6])[CH2:2][C:3]([CH3:5])=[O:4].[N:12]([O-])=[O:13].[Na+]. Product: [OH:13][N:12]=[C:2]([C:3](=[O:4])[CH3:5])[C:1]([O:7][C:8]([CH3:11])([CH3:10])[CH3:9])=[O:6]. The catalyst class is: 86. (9) Reactant: Br[C:2]1[N:3]=[C:4]([NH:11][C:12]2[CH:17]=[CH:16][C:15]([N:18]3[CH2:23][CH2:22][O:21][CH2:20][CH2:19]3)=[C:14]([O:24][CH3:25])[CH:13]=2)[C:5]2[N:6]([CH:8]=[CH:9][N:10]=2)[CH:7]=1.C(=O)(O)[O-].[Na+].[CH2:31]([CH2:34][O:35][CH3:36])OC. Product: [NH:18]1[CH2:31][CH2:34][O:35][C:36]2[N:11]=[CH:12][C:13]([C:2]3[N:3]=[C:4]([NH:11][C:12]4[CH:17]=[CH:16][C:15]([N:18]5[CH2:19][CH2:20][O:21][CH2:22][CH2:23]5)=[C:14]([O:24][CH3:25])[CH:13]=4)[C:5]4[N:6]([CH:8]=[CH:9][N:10]=4)[CH:7]=3)=[CH:14][C:15]1=2. The catalyst class is: 73.